From a dataset of Drug-target binding data from BindingDB using IC50 measurements. Regression. Given a target protein amino acid sequence and a drug SMILES string, predict the binding affinity score between them. We predict pIC50 (pIC50 = -log10(IC50 in M); higher means more potent). Dataset: bindingdb_ic50. (1) The compound is O=C(N[C@@H]1CCCc2cc(CN3CCCCC3)ccc21)[C@H](O)[C@H](O)CS(=O)(=O)c1cccc(C(F)(F)F)c1. The target protein (P48748) has sequence MASQGPLELQPSNQSQLAPPNATSCSGAPDAWDLLHRLLPTFIIAIFTLGLLGNSFVLSVFLLARRRLSVAEIYLANLAASDLVFVLGLPFWAENVRNQFDWPFGAALCRIVNGVIKANLFISIFLVVAISQDRYSVLVHPMASRRGRRRRQAQATCALIWLAGGLLSTPTFVLRSVRAVPELNVSACILLLPHEAWHWLRMVELNLLGFLLPLAAILFFNCHILASLRRRGERVPSRCGGPRDSKSTALILTLVASFLVCWAPYHFFAFLECLWQVHAIGGCFWEEFTDLGLQLSNFSAFVNSCLNPVIYVFVGRLFRTKVWELCQQCSPRSLAPVSSSRRKEMLWGFWRN. The pIC50 is 8.0. (2) The drug is CCCC/C=C\c1cc2ccc(Cl)cc2n1C(=O)CC(C)CC(=O)O. The target protein (Q8TDS5) has sequence MLCHRGGQLIVPIIPLCPEHSCRGRRLQNLLSGPWPKQPMELHNLSSPSPSLSSSVLPPSFSPSPSSAPSAFTTVGGSSGGPCHPTSSSLVSAFLAPILALEFVLGLVGNSLALFIFCIHTRPWTSNTVFLVSLVAADFLLISNLPLRVDYYLLHETWRFGAAACKVNLFMLSTNRTASVVFLTAIALNRYLKVVQPHHVLSRASVGAAARVAGGLWVGILLLNGHLLLSTFSGPSCLSYRVGTKPSASLRWHQALYLLEFFLPLALILFAIVSIGLTIRNRGLGGQAGPQRAMRVLAMVVAVYTICFLPSIIFGMASMVAFWLSACRSLDLCTQLFHGSLAFTYLNSVLDPVLYCFSSPNFLHQSRALLGLTRGRQGPVSDESSYQPSRQWRYREASRKAEAIGKLKVQGEVSLEKEGSSQG. The pIC50 is 6.3. (3) The small molecule is CC(C)(C)NS(=O)(=O)c1cncc(-c2ccn3nc(N)nc3c2)c1. The target protein (Q13470) has sequence MLPEAGSLWLLKLLRDIQLAQFYWPILEELNVTRPEHFDFVKPEDLDGIGMGRPAQRRLSEALKRLRSGPKSKNWVYKILGGFAPEHKEPTLPSDSPRHLPEPEGGLKCLIPEGAVCRGELLGSGCFGVVHRGLWTLPSGKSVPVAVKSLRVGPEGPMGTELGDFLREVSVMMNLEHPHVLRLHGLVLGQPLQMVMELAPLGSLHARLTAPAPTPPLLVALLCLFLRQLAGAMAYLGARGLVHRDLATRNLLLASPRTIKVADFGLVRPLGGARGRYVMGGPRPIPYAWCAPESLRHGAFSSASDVWMFGVTLWEMFSGGEEPWAGVPPYLILQRLEDRARLPRPPLCSRALYSLALRCWAPHPADRPSFSHLEGLLQEAGPSEACCVRDVTEPGALRMETGDPITVIEGSSSFHSPDSTIWKGQNGRTFKVGSFPASAVTLADAGGLPATRPVHRGTPARGDQHPGSIDGDRKKANLWDAPPARGQRRNMPLERMKGIS.... The pIC50 is 5.0. (4) The compound is CS(=O)(=O)c1ccc(C#CC(=O)c2ccc([N+](=O)[O-])cc2)cc1. The target protein (P08170) has sequence MFSAGHKIKGTVVLMPKNELEVNPDGSAVDNLNAFLGRSVSLQLISATKADAHGKGKVGKDTFLEGINTSLPTLGAGESAFNIHFEWDGSMGIPGAFYIKNYMQVEFFLKSLTLEAISNQGTIRFVCNSWVYNTKLYKSVRIFFANHTYVPSETPAPLVSYREEELKSLRGNGTGERKEYDRIYDYDVYNDLGNPDKSEKLARPVLGGSSTFPYPRRGRTGRGPTVTDPNTEKQGEVFYVPRDENLGHLKSKDALEIGTKSLSQIVQPAFESAFDLKSTPIEFHSFQDVHDLYEGGIKLPRDVISTIIPLPVIKELYRTDGQHILKFPQPHVVQVSQSAWMTDEEFAREMIAGVNPCVIRGLEEFPPKSNLDPAIYGDQSSKITADSLDLDGYTMDEALGSRRLFMLDYHDIFMPYVRQINQLNSAKTYATRTILFLREDGTLKPVAIELSLPHSAGDLSAAVSQVVLPAKEGVESTIWLLAKAYVIVNDSCYHQLMSHW.... The pIC50 is 5.0. (5) The compound is CC1CCCN(c2cc(NCCC(=O)O)c3c4c(onc24)-c2ccccc2C3=O)C1. The target protein (Q03405) has sequence MGHPPLLPLLLLLHTCVPASWGLRCMQCKTNGDCRVEECALGQDLCRTTIVRLWEEGEELELVEKSCTHSEKTNRTLSYRTGLKITSLTEVVCGLDLCNQGNSGRAVTYSRSRYLECISCGSSDMSCERGRHQSLQCRSPEEQCLDVVTHWIQEGEEGRPKDDRHLRGCGYLPGCPGSNGFHNNDTFHFLKCCNTTKCNEGPILELENLPQNGRQCYSCKGNSTHGCSSEETFLIDCRGPMNQCLVATGTHEPKNQSYMVRGCATASMCQHAHLGDAFSMNHIDVSCCTKSGCNHPDLDVQYRSGAAPQPGPAHLSLTITLLMTARLWGGTLLWT. The pIC50 is 4.6. (6) The drug is NS(=O)(=O)c1ccc(Nc2nc(-c3cccc(-c4ccccc4)c3)c3nc[nH]c3n2)cc1. The pIC50 is 7.4. The target protein (P30274) has sequence MLGSSAHGPAAREAGSAVTLQQTAFQEDQENVNPEKAAPAQQPRTRAGLAVLRAGNSRGPAPQRPKTRRVAPLKDLPINDEYVPVPPWKANNKQPAFTIHVDEAEEEIQKRPTESKKSESEDVLAFNSAVTLPGPRKPLAPLDYPMDGSFESPHTMEMSVVLEDEKPVSVNEVPDYHEDIHTYLREMEVKCKPKVGYMKKQPDITNSMRAILVDWLVEVGEEYKLQNETLHLAVNYIDRFLSSMSVLRGKLQLVGTAAMLLASKFEEIYPPEVAEFVYITDDTYTKKQVLRMEHLVLKVLAFDLAAPTINQFLTQYFLHQQPANCKVESLAMFLGELSLIDADPYLKYLPSVIAAAAFHLALYTVTGQSWPESLVQKTGYTLETLKPCLLDLHQTYLRAPQHAQQSIREKYKNSKYHGVSLLNPPETLNV.